This data is from Forward reaction prediction with 1.9M reactions from USPTO patents (1976-2016). The task is: Predict the product of the given reaction. (1) The product is: [CH2:1]([O:3][C:4](=[O:27])[C:5]([O:8][C:9]1[CH:14]=[C:13]([OH:15])[CH:12]=[CH:11][C:10]=1[CH2:23][CH2:24][CH2:25][CH3:26])([CH3:6])[CH3:7])[CH3:2]. Given the reactants [CH2:1]([O:3][C:4](=[O:27])[C:5]([O:8][C:9]1[CH:14]=[C:13]([O:15]CC2C=CC=CC=2)[CH:12]=[CH:11][C:10]=1[CH:23]=[CH:24][CH2:25][CH3:26])([CH3:7])[CH3:6])[CH3:2].[H][H], predict the reaction product. (2) Given the reactants Cl[C:2]1[CH:7]=[C:6]([C:8]2[CH:13]=[CH:12][C:11]([C:14]([F:17])([F:16])[F:15])=[CH:10][CH:9]=2)[N:5]=[CH:4][N:3]=1.[Cl:18][C:19]1[CH:28]=[CH:27][C:26]2[C:21](=[C:22]([OH:29])[CH:23]=[CH:24][CH:25]=2)[N:20]=1.C(=O)([O-])[O-].[K+].[K+].CCOC(C)=O, predict the reaction product. The product is: [Cl:18][C:19]1[CH:28]=[CH:27][C:26]2[C:21](=[C:22]([O:29][C:2]3[CH:7]=[C:6]([C:8]4[CH:13]=[CH:12][C:11]([C:14]([F:17])([F:16])[F:15])=[CH:10][CH:9]=4)[N:5]=[CH:4][N:3]=3)[CH:23]=[CH:24][CH:25]=2)[N:20]=1. (3) The product is: [S:5]([O:4][S:13]([C:16]([F:19])([F:18])[F:17])(=[O:14])=[O:12])([C:8]([F:11])([F:10])[F:9])(=[O:7])=[O:6]. Given the reactants C=C=O.[OH:4][S:5]([C:8]([F:11])([F:10])[F:9])(=[O:7])=[O:6].[O:12](C(=O)C)[S:13]([C:16]([F:19])([F:18])[F:17])(=O)=[O:14].O(C(=O)C(C)C)S(C(F)(F)F)(=O)=O, predict the reaction product. (4) Given the reactants Br[C:2]1[CH:3]=[C:4]2[N:10]([C@@H:11]([C:13]3[CH:18]=[CH:17][CH:16]=[CH:15][CH:14]=3)[CH3:12])[C:9](=[O:19])[N:8](C(OC(C)(C)C)=O)[C:5]2=[N:6][CH:7]=1.Br[C:28]1[CH:29]=[C:30]2NC(=O)N(C(OCCCC)=O)[C:31]2=[N:32][CH:33]=1.[C:45]1([C@@H](O)C)[CH:50]=CC=[CH:47][CH:46]=1.C1(P(C2C=CC=CC=2)C2C=CC=CC=2)C=CC=CC=1.N(C(OC(C)C)=O)=NC(OC(C)C)=O, predict the reaction product. The product is: [C:13]1([C@H:11]([N:10]2[C:4]3[C:5](=[N:6][CH:7]=[C:2]([C:47]4[CH:46]=[CH:45][CH:50]=[C:31]5[C:30]=4[CH:29]=[CH:28][CH:33]=[N:32]5)[CH:3]=3)[NH:8][C:9]2=[O:19])[CH3:12])[CH:14]=[CH:15][CH:16]=[CH:17][CH:18]=1. (5) Given the reactants Cl[C:2]1[N:7]=[C:6]([NH2:8])[N:5]=[C:4]([NH:9][CH:10]2[CH2:15][CH2:14][CH2:13][CH2:12][CH2:11]2)[CH:3]=1.[NH:16]1[CH2:20][CH2:19][C@@H:18]([NH:21]C(=O)[O:23][C:24]([CH3:27])(C)C)[CH2:17]1.CCN(CC)CC.Cl.[CH3:37][CH2:38][OH:39], predict the reaction product. The product is: [C:24]([OH:23])(=[O:39])[CH3:27].[C:38]([OH:23])(=[O:39])[CH3:37].[C:24]([OH:23])(=[O:39])[CH3:27].[NH2:21][C@@H:18]1[CH2:19][CH2:20][N:16]([C:2]2[N:7]=[C:6]([NH2:8])[N:5]=[C:4]([NH:9][CH:10]3[CH2:15][CH2:14][CH2:13][CH2:12][CH2:11]3)[CH:3]=2)[CH2:17]1. (6) Given the reactants O[CH2:2][CH2:3][CH2:4][NH:5][C:6](=[O:12])[O:7][C:8]([CH3:11])([CH3:10])[CH3:9].[Si:13]([O:20][C:21]1[NH:25][N:24]=[C:23]([C:26]([O:28][CH2:29][CH3:30])=[O:27])[CH:22]=1)([C:16]([CH3:19])([CH3:18])[CH3:17])([CH3:15])[CH3:14], predict the reaction product. The product is: [C:8]([O:7][C:6]([NH:5][CH2:4][CH2:3][CH2:2][N:24]1[C:23]([C:26]([O:28][CH2:29][CH3:30])=[O:27])=[CH:22][C:21]([O:20][Si:13]([C:16]([CH3:17])([CH3:19])[CH3:18])([CH3:15])[CH3:14])=[N:25]1)=[O:12])([CH3:11])([CH3:10])[CH3:9]. (7) The product is: [Br:22][C:23]1[CH:24]=[C:25]2[C:29](=[C:30]([C:32]([O:34][CH2:35][CH3:36])=[O:33])[CH:31]=1)[N:28]([C:37]([O:39][C:40]([CH3:41])([CH3:42])[CH3:43])=[O:38])[CH:27]=[C:26]2[CH:44]1[CH2:50][CH2:49][CH2:12][S:9](=[O:10])(=[O:11])[CH2:46][CH2:45]1. Given the reactants [S:9](O[S:9]([C:12](F)(F)F)(=[O:11])=[O:10])([C:12](F)(F)F)(=[O:11])=[O:10].OO.NC(N)=O.[Br:22][C:23]1[CH:24]=[C:25]2[C:29](=[C:30]([C:32]([O:34][CH2:35][CH3:36])=[O:33])[CH:31]=1)[N:28]([C:37]([O:39][C:40]([CH3:43])([CH3:42])[CH3:41])=[O:38])[CH:27]=[C:26]2[CH:44]1[CH2:50][CH2:49]CS[CH2:46][CH2:45]1.N1C2C(=CC=CC=2)C=C1, predict the reaction product. (8) Given the reactants [CH3:1][N:2]([CH2:4][CH2:5][O:6][CH2:7][CH2:8][N:9]([CH3:11])[CH3:10])[CH3:3].[ClH:12], predict the reaction product. The product is: [ClH:12].[ClH:12].[CH3:11][N:9]([CH2:8][CH2:7][O:6][CH2:5][CH2:4][N:2]([CH3:3])[CH3:1])[CH3:10]. (9) Given the reactants [NH2:1][CH:2]1[CH2:7][CH2:6][CH2:5][N:4]([C:8]([O:10][C:11]([CH3:14])([CH3:13])[CH3:12])=[O:9])[CH2:3]1.Cl[C:16]1[N:21]=[CH:20][C:19]([C:22]#[N:23])=[CH:18][CH:17]=1.C(N(C(C)C)CC)(C)C, predict the reaction product. The product is: [C:11]([O:10][C:8]([N:4]1[CH2:5][CH2:6][CH2:7][CH:2]([NH:1][C:16]2[CH:17]=[CH:18][C:19]([C:22]#[N:23])=[CH:20][N:21]=2)[CH2:3]1)=[O:9])([CH3:14])([CH3:13])[CH3:12]. (10) Given the reactants C[O-:2].[Na+].[CH2:4]([C:7]1[CH:8]=[C:9]([OH:14])[C:10](=[CH:12][CH:13]=1)[OH:11])[CH:5]=[CH2:6].Br[CH2:16][C:17]([O:19][CH3:20])=[O:18].[CH3:21][CH2:22][O:23][CH2:24][CH3:25], predict the reaction product. The product is: [CH2:4]([C:7]1[CH:13]=[CH:12][C:10]([O:11][CH2:16][C:17]([O:19][CH3:20])=[O:18])=[C:9]([O:14][CH2:21][C:22]([O:23][CH2:24][CH3:25])=[O:2])[CH:8]=1)[CH:5]=[CH2:6].